From a dataset of CYP1A2 inhibition data for predicting drug metabolism from PubChem BioAssay. Regression/Classification. Given a drug SMILES string, predict its absorption, distribution, metabolism, or excretion properties. Task type varies by dataset: regression for continuous measurements (e.g., permeability, clearance, half-life) or binary classification for categorical outcomes (e.g., BBB penetration, CYP inhibition). Dataset: cyp1a2_veith. (1) The drug is Cc1cccc(NC(=S)NC(=O)c2cccs2)n1. The result is 1 (inhibitor). (2) The result is 0 (non-inhibitor). The drug is CCC1(C)CC(=O)NC(=O)C1.